Regression. Given a target protein amino acid sequence and a drug SMILES string, predict the binding affinity score between them. We predict pIC50 (pIC50 = -log10(IC50 in M); higher means more potent). Dataset: bindingdb_ic50. From a dataset of Drug-target binding data from BindingDB using IC50 measurements. (1) The compound is Cc1ccc(C2C(C#N)=C(N)Nc3ncnn32)cc1. The target protein sequence is KGKNIQVVVRCRPFNLAERKASAHSIVECDPVRKEVSVRTGGLADKSSRKTYTFDMVFGASTKQIDVYRSVVCPILDEVIMGYNCTIFAYGQTGTGKTFTMEGERSPNEEYTWEEDPLAGIIPRTLHQIFEKLTDNGTEFSVKVSLLEIYNEELFDLLNPSSDVSERLQMFDDPRNKRGVIIKGLEEITVHNKDEVYQILEKGAAKRTTAATLMNAYSSRSHSVFSVTIHMKETTIDGEELVKIGKLNLVDLAGSENIGRSGAVDKRAREAGNINQSLLTLGRVITALVERTPHVPYRESKLTRILQDSLGGRTRTSIIATISPASLNLEETLSTLEYAHRAKNILNKPEVNQK. The pIC50 is 3.9. (2) The pIC50 is 5.2. The drug is O=C1NC(=S)NC(=O)C1=Cc1ccc(-c2cccc(C(=O)[O-])c2Cl)o1. The target protein (P00451) has sequence MQIELSTCFFLCLLRFCFSATRRYYLGAVELSWDYMQSDLGELPVDARFPPRVPKSFPFNTSVVYKKTLFVEFTDHLFNIAKPRPPWMGLLGPTIQAEVYDTVVITLKNMASHPVSLHAVGVSYWKASEGAEYDDQTSQREKEDDKVFPGGSHTYVWQVLKENGPMASDPLCLTYSYLSHVDLVKDLNSGLIGALLVCREGSLAKEKTQTLHKFILLFAVFDEGKSWHSETKNSLMQDRDAASARAWPKMHTVNGYVNRSLPGLIGCHRKSVYWHVIGMGTTPEVHSIFLEGHTFLVRNHRQASLEISPITFLTAQTLLMDLGQFLLFCHISSHQHDGMEAYVKVDSCPEEPQLRMKNNEEAEDYDDDLTDSEMDVVRFDDDNSPSFIQIRSVAKKHPKTWVHYIAAEEEDWDYAPLVLAPDDRSYKSQYLNNGPQRIGRKYKKVRFMAYTDETFKTREAIQHESGILGPLLYGEVGDTLLIIFKNQASRPYNIYPHGIT.... (3) The drug is O=NC(Cc1ccnc2ccccc12)C(=O)O. The target protein sequence is MDSWFILVLLGSGLICVSANNATTVAPSVGITRLINSSTAEPVKEEAKTSNPTSSLTSLSVAPTFSPNITLGPTYLTTVNSSDSDNGTTRTASTNSIGITISPNGTWLPDNQFTDARTEPWEGNSSTAATTPETFPPSDETPIIAVMVALSSLLVIVFIIIVLYMLRFKKYKQAGSHSNSKQAGSHSNSFRLSNGRTEDVEPQSVPLLARSPSTNRKYPPLPVDKLEEEINRRMADDNKLFREEFNALPACPIQATCEAASKEENKEKNRYVNILPYDHSRVHLTPVEGVPDSDYINASFINGYQEKNKFIAAQGPKEETVNDFWRMIWEQNTATIVMVTNLKERKECKCAQYWPDQGCWTYGNIRVSVEDVTVLVDYTVRKFCIQQVGDMTNRKPQRLITQFHFTSWPDFGVPFTPIGMLKFLKKVKACNPQYAGAIVVHCSAGVGRTGTFVVIDAMLDMMHTERKVDVYGFVSRIRAQRCQMVQTDMQYVFIYQALLE.... The pIC50 is 4.1. (4) The small molecule is CCCCN1C[C@H]2[C@@H]3CC[C@H](C(=O)N(CC)CC)[C@@]3(C)CC[C@@H]2[C@@]2(C)CCC(=O)C=C12. The target protein (P9WQP7) has sequence MLRRMGDASLTTELGRVLVTGGAGFVGANLVTTLLDRGHWVRSFDRAPSLLPAHPQLEVLQGDITDADVCAAAVDGIDTIFHTAAIIELMGGASVTDEYRQRSFAVNVGGTENLLHAGQRAGVQRFVYTSSNSVVMGGQNIAGGDETLPYTDRFNDLYTETKVVAERFVLAQNGVDGMLTCAIRPSGIWGNGDQTMFRKLFESVLKGHVKVLVGRKSARLDNSYVHNLIHGFILAAAHLVPDGTAPGQAYFINDAEPINMFEFARPVLEACGQRWPKMRISGPAVRWVMTGWQRLHFRFGFPAPLLEPLAVERLYLDNYFSIAKARRDLGYEPLFTTQQALTECLPYYVSLFEQMKNEARAEKTAATVKP. The pIC50 is 4.3. (5) The drug is COc1ccccc1-c1nnc(-c2ccc(C(=O)NNS(=O)(=O)c3ccc([N+](=O)[O-])cc3)cc2)o1. The target protein (P08236) has sequence MARGSAVAWAALGPLLWGCALGLQGGMLYPQESPSRECKELDGLWSFRADFSDNRRRGFEEQWYRRPLWESGPTVDMPVPSSFNDISQDWRLRHFVGWVWYEREVILPERWTQDLRTRVVLRIGSAHSYAIVWVNGVDTLEHEGGYLPFEADISNLVQVGPLPSRLRITIAINNTLTPTTLPPGTIQYLTDTSKYPKGYFVQNTYFDFFNYAGLQRSVLLYTTPTTYIDDITVTTSVEQDSGLVNYQISVKGSNLFKLEVRLLDAENKVVANGTGTQGQLKVPGVSLWWPYLMHERPAYLYSLEVQLTAQTSLGPVSDFYTLPVGIRTVAVTKSQFLINGKPFYFHGVNKHEDADIRGKGFDWPLLVKDFNLLRWLGANAFRTSHYPYAEEVMQMCDRYGIVVIDECPGVGLALPQFFNNVSLHHHMQVMEEVVRRDKNHPAVVMWSVANEPASHLESAGYYLKMVIAHTKSLDPSRPVTFVSNSNYAADKGAPYVDVIC.... The pIC50 is 4.4. (6) The compound is NS(=O)(=O)OC[C@H]1O[C@@H](n2cnc3c(NC4CCc5ccccc54)ncnc32)[C@H](O)[C@@H]1O. The target protein sequence is RFEVQGLQPNGEEMTLKQFLDYFKTEHKLEITMLSQGV. The pIC50 is 7.0. (7) The drug is CCOc1cccc2c1nc(C(F)F)n2-c1nc(N2CCOCC2)nc(N2CCOCC2)n1. The target protein (P42337) has sequence MPPRPSSGELWGIHLMPPRILVECLLPNGMIVTLECLREATLVTIKHELFREARKYPLHQLLQDETSYIFVSVTQEAEREEFFDETRRLCDLRLFQPFLKVIEPVGNREEKILNREIGFVIGMPVCEFDMVKDPEVQDFRRNILNVCKEAVDLRDLNSPHSRAMYVYPPNVESSPELPKHIYNKLDKGQIIVVIWVIVSPNNDKQKYTLKINHDCVPEQVIAEAIRKKTRSMLLSSEQLKLCVLEYQGKYILKVCGCDEYFLEKYPLSQYKYIRSCIMLGRMPNLMLMAKESLYSQLPIDSFTMPSYSRRISTATPYMNGETSTKSLWVINSALRIKILCATYVNVNIRDIDKIYVRTGIYHGGEPLCDNVNTQRVPCSNPRWNEWLNYDIYIPDLPRAARLCLSICSVKGRKGAKEEHCPLAWGNINLFDYTDTLVSGKMALNLWPVPHGLEDLLNPIGVTGSNPNKETPCLELEFDWFSSVVKFPDMSVIEEHANWSV.... The pIC50 is 8.6. (8) The compound is CCCCCCCCCCCC1(C)SC(=O)C(C)C1=O. The target protein (P9WQD7) has sequence MTELVTGKAFPYVVVTGIAMTTALATDAETTWKLLLDRQSGIRTLDDPFVEEFDLPVRIGGHLLEEFDHQLTRIELRRMGYLQRMSTVLSRRLWENAGSPEVDTNRLMVSIGTGLGSAEELVFSYDDMRARGMKAVSPLTVQKYMPNGAAAAVGLERHAKAGVMTPVSACASGAEAIARAWQQIVLGEADAAICGGVETRIEAVPIAGFAQMRIVMSTNNDDPAGACRPFDRDRDGFVFGEGGALLLIETEEHAKARGANILARIMGASITSDGFHMVAPDPNGERAGHAITRAIQLAGLAPGDIDHVNAHATGTQVGDLAEGRAINNALGGNRPAVYAPKSALGHSVGAVGAVESILTVLALRDQVIPPTLNLVNLDPEIDLDVVAGEPRPGNYRYAINNSFGFGGHNVAIAFGRY. The pIC50 is 3.0. (9) The drug is CCN(CC)C(=S)SSC(=S)N(CC)CC. The target protein (P11884) has sequence MLRAALSTARRGPRLSRLLSAAATSAVPAPNQQPEVFCNQIFINNEWHDAVSKKTFPTVNPSTGEVICQVAEGNKEDVDKAVKAAQAAFQLGSPWRRMDASDRGRLLYRLADLIERDRTYLAALETLDNGKPYVISYLVDLDMVLKCLRYYAGWADKYHGKTIPIDGDFFSYTRHEPVGVCGQIIPWNFPLLMQAWKLGPALATGNVVVMKVAEQTPLTALYVANLIKEAGFPPGVVNIVPGFGPTAGAAIASHEDVDKVAFTGSTEVGHLIQVAAGSSNLKRVTLELGGKSPNIIMSDADMDWAVEQAHFALFFNQGQCCCAGSRTFVQEDVYDEFVERSVARAKSRVVGNPFDSRTEQGPQVDETQFKKILGYIKSGQQEGAKLLCGGGAAADRGYFIQPTVFGDVKDGMTIAKEEIFGPVMQILKFKTIEEVVGRANNSKYGLAAAVFTKDLDKANYLSQALQAGTVWINCYDVFGAQSPFGGYKMSGSGRELGEYG.... The pIC50 is 4.4.